Task: Predict the reaction yield, written as a fraction of the theoretical maximum amount of product (1.0 means a 100% yield; for example, 0.34 means a 34% yield).. Dataset: Reaction yield outcomes from USPTO patents with 853,638 reactions (1) The reactants are [F:1][C:2]([F:28])([F:27])[O:3][C:4]1[CH:9]=[CH:8][C:7]([N:10]2[CH:14]=[N:13][C:12]([C:15]3[CH:20]=[CH:19][C:18]([CH:21]4[CH2:23][CH:22]4[C:24](O)=[O:25])=[CH:17][CH:16]=3)=[N:11]2)=[CH:6][CH:5]=1.C(N(CC)CC)C.P([N:52]=[N+:53]=[N-:54])(=O)(OC1C=CC=CC=1)OC1C=CC=CC=1. The catalyst is C1(C)C=CC=CC=1. The product is [F:27][C:2]([F:28])([F:1])[O:3][C:4]1[CH:5]=[CH:6][C:7]([N:10]2[CH:14]=[N:13][C:12]([C:15]3[CH:20]=[CH:19][C:18]([CH:21]4[CH2:23][CH:22]4[C:24]([N:52]=[N+:53]=[N-:54])=[O:25])=[CH:17][CH:16]=3)=[N:11]2)=[CH:8][CH:9]=1. The yield is 0.730. (2) The reactants are [NH2:1][C:2]1[CH:7]=[C:6]([Cl:8])[CH:5]=[CH:4][C:3]=1[S:9][CH2:10][CH2:11][C:12]([N:14]([CH3:16])[CH3:15])=[O:13].[F:17][C:18]1[CH:23]=[C:22]([F:24])[CH:21]=[CH:20][C:19]=1[S:25](Cl)(=[O:27])=[O:26]. The catalyst is N1C=CC=CC=1. The product is [Cl:8][C:6]1[CH:5]=[CH:4][C:3]([S:9][CH2:10][CH2:11][C:12]([N:14]([CH3:15])[CH3:16])=[O:13])=[C:2]([NH:1][S:25]([C:19]2[CH:20]=[CH:21][C:22]([F:24])=[CH:23][C:18]=2[F:17])(=[O:27])=[O:26])[CH:7]=1. The yield is 0.720.